From a dataset of Peptide-MHC class I binding affinity with 185,985 pairs from IEDB/IMGT. Regression. Given a peptide amino acid sequence and an MHC pseudo amino acid sequence, predict their binding affinity value. This is MHC class I binding data. (1) The peptide sequence is LQFAYSNRNR. The MHC is HLA-A11:01 with pseudo-sequence HLA-A11:01. The binding affinity (normalized) is 0.311. (2) The peptide sequence is FPTQADAIG. The MHC is HLA-A03:01 with pseudo-sequence HLA-A03:01. The binding affinity (normalized) is 0.0847.